Dataset: Forward reaction prediction with 1.9M reactions from USPTO patents (1976-2016). Task: Predict the product of the given reaction. (1) Given the reactants F[C:2]1[CH:7]=[CH:6][C:5]([S:8]([O-:10])=[O:9])=[CH:4][CH:3]=1.[Na+].Br[CH2:13][C:14]1[CH:19]=[CH:18][C:17]([C:20]([OH:29])([C:25]([F:28])([F:27])[F:26])[C:21]([F:24])([F:23])[F:22])=[CH:16][CH:15]=1, predict the reaction product. The product is: [F:22][C:21]([F:23])([F:24])[C:20]([C:17]1[CH:18]=[CH:19][C:14]([CH2:13][S:8]([C:5]2[CH:6]=[CH:7][CH:2]=[CH:3][CH:4]=2)(=[O:10])=[O:9])=[CH:15][CH:16]=1)([OH:29])[C:25]([F:26])([F:28])[F:27]. (2) The product is: [CH3:44][S:45]([O:28][CH2:27][C:26]([N:23]1[CH2:24][CH2:25][N:20]([C:10]2[N:9]=[C:8]([N:7]3[C:6]4[CH:30]=[CH:31][CH:32]=[C:33]([O:34][CH3:35])[C:5]=4[N:4]=[C:3]3[CH:2]([F:1])[F:36])[N:13]=[C:12]([N:14]3[CH2:15][CH2:16][O:17][CH2:18][CH2:19]3)[N:11]=2)[CH2:21][CH2:22]1)=[O:29])(=[O:47])=[O:46]. Given the reactants [F:1][CH:2]([F:36])[C:3]1[N:7]([C:8]2[N:13]=[C:12]([N:14]3[CH2:19][CH2:18][O:17][CH2:16][CH2:15]3)[N:11]=[C:10]([N:20]3[CH2:25][CH2:24][N:23]([C:26](=[O:29])[CH2:27][OH:28])[CH2:22][CH2:21]3)[N:9]=2)[C:6]2[CH:30]=[CH:31][CH:32]=[C:33]([O:34][CH3:35])[C:5]=2[N:4]=1.CCN(CC)CC.[CH3:44][S:45](Cl)(=[O:47])=[O:46], predict the reaction product. (3) Given the reactants [NH2:1][C:2]1[CH:9]=[CH:8][CH:7]=C[C:3]=1[C:4]#[N:5].[ClH:10].Cl[C:12]([NH2:14])=[NH:13].CO[CH2:17][CH2:18][O:19][CH2:20][CH2:21]OC, predict the reaction product. The product is: [Cl:10][C:2]1[CH:3]=[CH:4][C:18]([O:19][CH2:20][C:21]2[CH:7]=[CH:8][CH:9]=[C:2]3[C:3]=2[C:4]([NH2:5])=[N:13][C:12]([NH2:14])=[N:1]3)=[CH:17][CH:9]=1. (4) Given the reactants [NH2:1][C:2]1[N:6]([C:7]2[CH:8]=[C:9]([CH:16]=[CH:17][C:18]=2[CH3:19])[C:10]([NH:12][CH:13]2[CH2:15][CH2:14]2)=[O:11])[N:5]=[CH:4][C:3]=1[C:20](=[O:28])[C:21]1[CH:26]=[CH:25][CH:24]=[C:23]([OH:27])[CH:22]=1.Cl[CH2:30][CH:31]1[CH2:35][O:34][C:33]([CH3:37])([CH3:36])[O:32]1.C([O-])([O-])=O.[K+].[K+], predict the reaction product. The product is: [NH2:1][C:2]1[N:6]([C:7]2[CH:8]=[C:9]([CH:16]=[CH:17][C:18]=2[CH3:19])[C:10]([NH:12][CH:13]2[CH2:14][CH2:15]2)=[O:11])[N:5]=[CH:4][C:3]=1[C:20](=[O:28])[C:21]1[CH:26]=[CH:25][CH:24]=[C:23]([O:27][CH2:30][CH:31]2[CH2:35][O:34][C:33]([CH3:37])([CH3:36])[O:32]2)[CH:22]=1. (5) Given the reactants [NH2:1][C@H:2]1[CH2:5][CH2:4][C@H:3]1[NH:6][C:7]1[C:8]([CH3:27])=[N:9][C:10]2[C:15]([N:16]=1)=[C:14]([C:17]1[NH:25][C:24]3[CH2:23][CH2:22][NH:21][C:20](=[O:26])[C:19]=3[CH:18]=1)[CH:13]=[CH:12][CH:11]=2.CCN(C(C)C)C(C)C.[CH3:37][C:38](OC(C)=O)=[O:39], predict the reaction product. The product is: [CH3:27][C:8]1[C:7]([NH:6][C@H:3]2[CH2:4][CH2:5][C@H:2]2[NH:1][C:38](=[O:39])[CH3:37])=[N:16][C:15]2[C:10]([N:9]=1)=[CH:11][CH:12]=[CH:13][C:14]=2[C:17]1[NH:25][C:24]2[CH2:23][CH2:22][NH:21][C:20](=[O:26])[C:19]=2[CH:18]=1. (6) Given the reactants C(OC([NH:8][C:9]([CH3:33])([CH3:32])[C@H:10]([NH:15][C:16](=[O:31])[C:17]1[CH:22]=[CH:21][C:20]([C:23]#[C:24][C:25]#[C:26][C@H:27]([OH:30])[CH2:28][OH:29])=[CH:19][CH:18]=1)[C:11]([O:13][CH3:14])=[O:12])=O)(C)(C)C.C(O)(C(F)(F)F)=O, predict the reaction product. The product is: [NH2:8][C:9]([CH3:33])([CH3:32])[C@H:10]([NH:15][C:16](=[O:31])[C:17]1[CH:22]=[CH:21][C:20]([C:23]#[C:24][C:25]#[C:26][C@H:27]([OH:30])[CH2:28][OH:29])=[CH:19][CH:18]=1)[C:11]([O:13][CH3:14])=[O:12]. (7) Given the reactants [CH2:1]([O:3][CH2:4][CH2:5][OH:6])[CH3:2].[H-].[Na+].Cl[C:10]1[CH:38]=[CH:37][C:13]([C:14]([NH:16][CH2:17][CH2:18][NH:19][C:20]([C:22]2[C:23]([C:33]([F:36])([F:35])[F:34])=[N:24][N:25]([C:27]3[CH:32]=[CH:31][CH:30]=[CH:29][CH:28]=3)[CH:26]=2)=[O:21])=[O:15])=[CH:12][N:11]=1, predict the reaction product. The product is: [CH2:1]([O:3][CH2:4][CH2:5][O:6][C:10]1[CH:38]=[CH:37][C:13]([C:14]([NH:16][CH2:17][CH2:18][NH:19][C:20]([C:22]2[C:23]([C:33]([F:36])([F:34])[F:35])=[N:24][N:25]([C:27]3[CH:32]=[CH:31][CH:30]=[CH:29][CH:28]=3)[CH:26]=2)=[O:21])=[O:15])=[CH:12][N:11]=1)[CH3:2].